Predict the reaction yield, written as a fraction of the theoretical maximum amount of product (1.0 means a 100% yield; for example, 0.34 means a 34% yield). From a dataset of Reaction yield outcomes from USPTO patents with 853,638 reactions. (1) The reactants are [N+:1]([C:4]1[CH:16]=[C:15]([C:17]([F:20])([F:19])[F:18])[CH:14]=[CH:13][C:5]=1[NH:6][C:7]1[CH:12]=[CH:11][CH:10]=[CH:9][N:8]=1)([O-])=O. The catalyst is [Pd].CO. The product is [NH2:1][C:4]1[CH:16]=[C:15]([C:17]([F:20])([F:18])[F:19])[CH:14]=[CH:13][C:5]=1[NH:6][C:7]1[CH:12]=[CH:11][CH:10]=[CH:9][N:8]=1. The yield is 0.850. (2) The reactants are [CH3:1][C:2]1[NH:3][C:4]2[C:9]([CH:10]=1)=[CH:8][CH:7]=[CH:6][C:5]=2[N+:11]([O-])=O.O.NN. The catalyst is CO.[Ni]. The product is [CH3:1][C:2]1[NH:3][C:4]2[C:9]([CH:10]=1)=[CH:8][CH:7]=[CH:6][C:5]=2[NH2:11]. The yield is 0.530. (3) The catalyst is O1CCOCC1. The reactants are [F:1][C:2]1[CH:3]=[C:4]([C:8]2[N:9]=[C:10]([N:18]([CH3:20])[CH3:19])[C:11]3[O:12][CH2:13][CH2:14][NH:15][C:16]=3[N:17]=2)[CH:5]=[CH:6][CH:7]=1.[N:21]1([C:27]([O:29][C:30]([CH3:33])([CH3:32])[CH3:31])=[O:28])[CH2:26]CNC[CH2:22]1. The product is [F:1][C:2]1[CH:3]=[C:4]([C:8]2[N:9]=[C:10]([N:18]3[CH2:20][CH2:26][N:21]([C:27]([O:29][C:30]([CH3:33])([CH3:32])[CH3:31])=[O:28])[CH2:22][CH2:19]3)[C:11]3[O:12][CH2:13][CH2:14][NH:15][C:16]=3[N:17]=2)[CH:5]=[CH:6][CH:7]=1. The yield is 0.630. (4) The reactants are Cl[C:2]1[CH:7]=[C:6]([C@@H:8]2[CH2:12][CH2:11][CH2:10][N:9]2[C@@H:13]([C:15]2[CH:20]=[CH:19][C:18]([O:21][CH3:22])=[CH:17][CH:16]=2)[CH3:14])[C:5]([F:23])=[CH:4][N:3]=1.[F:24][C:25]1[CH:30]=[CH:29][C:28]([NH:31][CH3:32])=[CH:27][CH:26]=1.C1(P(C2CCCCC2)C2C=CC=CC=2C2C=CC=CC=2)CCCCC1.CC(C)([O-])C.[K+]. The catalyst is C1(C)C=CC=CC=1.C1C=CC(/C=C/C(/C=C/C2C=CC=CC=2)=O)=CC=1.C1C=CC(/C=C/C(/C=C/C2C=CC=CC=2)=O)=CC=1.C1C=CC(/C=C/C(/C=C/C2C=CC=CC=2)=O)=CC=1.[Pd].[Pd].CCOC(C)=O.O. The product is [F:23][C:5]1[C:6]([C@@H:8]2[CH2:12][CH2:11][CH2:10][N:9]2[C@@H:13]([C:15]2[CH:20]=[CH:19][C:18]([O:21][CH3:22])=[CH:17][CH:16]=2)[CH3:14])=[CH:7][C:2]([N:31]([C:28]2[CH:29]=[CH:30][C:25]([F:24])=[CH:26][CH:27]=2)[CH3:32])=[N:3][CH:4]=1. The yield is 0.950.